From a dataset of Forward reaction prediction with 1.9M reactions from USPTO patents (1976-2016). Predict the product of the given reaction. (1) Given the reactants [Br:1][C:2]1[C:7]([F:8])=[CH:6][CH:5]=[CH:4][C:3]=1[NH:9][C:10](=[O:19])[CH:11]=[CH:12]C1C=CC=CC=1.[Cl-].[Al+3].[Cl-].[Cl-], predict the reaction product. The product is: [Br:1][C:2]1[C:7]([F:8])=[CH:6][CH:5]=[C:4]2[C:3]=1[NH:9][C:10](=[O:19])[CH:11]=[CH:12]2. (2) Given the reactants [Cl:1][C:2]1[CH:7]=[CH:6][C:5]([C:8]2[C:13]([O:14][CH2:15][C:16]([F:19])([F:18])[F:17])=[CH:12][N:11]=[C:10]([C:20](O)=[O:21])[CH:9]=2)=[CH:4][CH:3]=1.[CH2:23]([N:26]1[CH:30]=[CH:29][C:28]([CH2:31][NH2:32])=[N:27]1)[CH2:24][CH3:25], predict the reaction product. The product is: [CH2:23]([N:26]1[CH:30]=[CH:29][C:28]([CH2:31][NH:32][C:20]([C:10]2[CH:9]=[C:8]([C:5]3[CH:4]=[CH:3][C:2]([Cl:1])=[CH:7][CH:6]=3)[C:13]([O:14][CH2:15][C:16]([F:19])([F:17])[F:18])=[CH:12][N:11]=2)=[O:21])=[N:27]1)[CH2:24][CH3:25]. (3) Given the reactants [NH2:1][C:2]1[CH:7]=[CH:6][CH:5]=[CH:4][C:3]=1[C:8]1[NH:12][C:11]([CH3:13])=[C:10]([C:14]([NH2:16])=[O:15])[CH:9]=1.[C:17]1(B(O)O)[CH:22]=[CH:21][CH:20]=[CH:19][CH:18]=1.C1(C)C=CC=CC=1.N1C(C)=CC=CC=1C, predict the reaction product. The product is: [CH3:13][C:11]1[NH:12][C:8]([C:3]2[CH:4]=[CH:5][CH:6]=[CH:7][C:2]=2[NH:1][C:17]2[CH:22]=[CH:21][CH:20]=[CH:19][CH:18]=2)=[CH:9][C:10]=1[C:14]([NH2:16])=[O:15]. (4) Given the reactants [CH3:1][O:2][C:3]([C:5]1[CH:10]=[CH:9][C:8]([C:11]2[CH:16]=[CH:15][C:14]([CH2:17][OH:18])=[CH:13][CH:12]=2)=[CH:7][N:6]=1)=[O:4].[F:19][C:20]1[CH:25]=[CH:24][CH:23]=[CH:22][C:21]=1[C:26]1[CH:31]=[CH:30][C:29](O)=[CH:28][C:27]=1[C:33]([F:36])([F:35])[F:34].C1C=CC(P(C2C=CC=CC=2)C2C=CC=CC=2)=CC=1.N(C(OCC)=O)=NC(OCC)=O, predict the reaction product. The product is: [CH3:1][O:2][C:3]([C:5]1[CH:10]=[CH:9][C:8]([C:11]2[CH:16]=[CH:15][C:14]([CH2:17][O:18][C:29]3[CH:30]=[CH:31][C:26]([C:21]4[CH:22]=[CH:23][CH:24]=[CH:25][C:20]=4[F:19])=[C:27]([C:33]([F:34])([F:35])[F:36])[CH:28]=3)=[CH:13][CH:12]=2)=[CH:7][N:6]=1)=[O:4]. (5) Given the reactants [OH:1][CH2:2][C:3]1[N:4]=[N:5][N:6]([C:8]2[CH:22]=[CH:21][CH:20]=[CH:19][C:9]=2[CH2:10][NH:11][C:12](=[O:18])[O:13][C:14]([CH3:17])([CH3:16])[CH3:15])[CH:7]=1, predict the reaction product. The product is: [CH:2]([C:3]1[N:4]=[N:5][N:6]([C:8]2[CH:22]=[CH:21][CH:20]=[CH:19][C:9]=2[CH2:10][NH:11][C:12](=[O:18])[O:13][C:14]([CH3:17])([CH3:16])[CH3:15])[CH:7]=1)=[O:1]. (6) Given the reactants C1(C2C=CC=C(C3C=CC=CC=3)[C:8]=2[OH:19])C=CC=CC=1.C[Al](C)C.O1COCOC1.[C:30]([O:34][C:35]([N:37]1[CH2:42][CH2:41][C:40](=[C:43](Br)[C:44]#[N:45])[CH2:39][CH2:38]1)=[O:36])([CH3:33])([CH3:32])[CH3:31].C([Mg]Br)(C)C.C=O, predict the reaction product. The product is: [C:30]([O:34][C:35]([N:37]1[CH2:42][CH2:41][C:40](=[C:43]([C:44]#[N:45])[CH2:8][OH:19])[CH2:39][CH2:38]1)=[O:36])([CH3:33])([CH3:32])[CH3:31]. (7) Given the reactants [NH:1]1[CH2:4][CH2:3][CH:2]1[C:5]([NH2:7])=O.[Cl:8][CH2:9][C:10](Cl)=[O:11], predict the reaction product. The product is: [Cl:8][CH2:9][C:10]([N:1]1[CH2:4][CH2:3][C@H:2]1[C:5]#[N:7])=[O:11].